Dataset: Catalyst prediction with 721,799 reactions and 888 catalyst types from USPTO. Task: Predict which catalyst facilitates the given reaction. Reactant: C([O:8][N:9]1[C:14]2[N:15]=[CH:16][N:17]=[C:18]([CH3:19])[C:13]=2[C:12]([NH:20][CH2:21][C:22]2[CH:23]=[N:24][CH:25]=[CH:26][CH:27]=2)=[CH:11][C:10]1=[O:28])C1C=CC=CC=1.[H][H]. Product: [OH:8][N:9]1[C:14]2[N:15]=[CH:16][N:17]=[C:18]([CH3:19])[C:13]=2[C:12]([NH:20][CH2:21][C:22]2[CH:23]=[N:24][CH:25]=[CH:26][CH:27]=2)=[CH:11][C:10]1=[O:28]. The catalyst class is: 352.